This data is from Catalyst prediction with 721,799 reactions and 888 catalyst types from USPTO. The task is: Predict which catalyst facilitates the given reaction. (1) Reactant: [Cl:1][C:2]1[CH:7]=[CH:6][C:5]([C:8]2[C:9]3[N:10]([C:33]([C@@H:36]([OH:38])[CH3:37])=[N:34][N:35]=3)[N:11]([CH2:21][C:22]3[C:23]([CH3:32])=[N:24][C:25]([C:28]([F:31])([F:30])[F:29])=[CH:26][CH:27]=3)[C:12](=[O:20])[C:13]=2[C:14]2[CH:19]=[CH:18][CH:17]=[CH:16][CH:15]=2)=[CH:4][CH:3]=1.[C:39]([NH:46][C@H:47]([C:51](O)=[O:52])[CH:48]([CH3:50])[CH3:49])([O:41][C:42]([CH3:45])([CH3:44])[CH3:43])=[O:40].CC(C)N=C=NC(C)C. Product: [C:42]([O:41][C:39]([NH:46][C@@H:47]([CH:48]([CH3:50])[CH3:49])[C:51]([O:38][C@H:36]([C:33]1[N:10]2[N:11]([CH2:21][C:22]3[C:23]([CH3:32])=[N:24][C:25]([C:28]([F:30])([F:29])[F:31])=[CH:26][CH:27]=3)[C:12](=[O:20])[C:13]([C:14]3[CH:15]=[CH:16][CH:17]=[CH:18][CH:19]=3)=[C:8]([C:5]3[CH:4]=[CH:3][C:2]([Cl:1])=[CH:7][CH:6]=3)[C:9]2=[N:35][N:34]=1)[CH3:37])=[O:52])=[O:40])([CH3:45])([CH3:44])[CH3:43]. The catalyst class is: 79. (2) Reactant: [C:1]([C:3]1[CH:8]=[CH:7][C:6]([NH:9][C:10]([NH2:12])=[NH:11])=[CH:5][CH:4]=1)#[N:2].C([O-])(=O)C.[Na+].C([O:20][C:21](=O)[C:22](=COCC)[C:23](OCC)=O)C.O. Product: [O:20]=[C:21]1[CH:22]=[CH:23][NH:12][C:10]([NH:9][C:6]2[CH:5]=[CH:4][C:3]([C:1]#[N:2])=[CH:8][CH:7]=2)=[N:11]1. The catalyst class is: 60. (3) Reactant: C1(C)C(S(O)(=O)=O)=CC=CC=1.[CH3:12][N:13]1[C:21]2[C:16](=[CH:17][CH:18]=[CH:19][CH:20]=2)[C:15]([C:22]2[C:23](=[O:43])[NH:24][C:25](=[O:42])[C:26]=2[C:27]2[CH:32]=[CH:31][CH:30]=[C:29]([S:33][CH2:34][C@H:35]3[CH2:39][O:38]C(C)(C)[O:36]3)[CH:28]=2)=[CH:14]1. Product: [CH3:12][N:13]1[C:21]2[C:16](=[CH:17][CH:18]=[CH:19][CH:20]=2)[C:15]([C:22]2[C:23](=[O:43])[NH:24][C:25](=[O:42])[C:26]=2[C:27]2[CH:32]=[CH:31][CH:30]=[C:29]([S:33][CH2:34][C@H:35]([OH:36])[CH2:39][OH:38])[CH:28]=2)=[CH:14]1. The catalyst class is: 24. (4) Reactant: [CH3:1][N:2]([CH3:27])[C:3]1([C:21]2[CH:26]=[CH:25][CH:24]=[CH:23][CH:22]=2)[CH2:8][CH2:7][CH:6]([C:9]2[NH:10][C:11]3[C:16]([C:17]=2[CH2:18][CH2:19]O)=[CH:15][CH:14]=[CH:13][CH:12]=3)[CH2:5][CH2:4]1.[Br:28]C(Br)(Br)Br.C1(P(C2C=CC=CC=2)C2C=CC=CC=2)C=CC=CC=1. Product: [Br:28][CH2:19][CH2:18][C:17]1[C:16]2[C:11](=[CH:12][CH:13]=[CH:14][CH:15]=2)[NH:10][C:9]=1[CH:6]1[CH2:7][CH2:8][C:3]([C:21]2[CH:26]=[CH:25][CH:24]=[CH:23][CH:22]=2)([N:2]([CH3:27])[CH3:1])[CH2:4][CH2:5]1. The catalyst class is: 2. (5) Reactant: Br[C:2]1[S:6][C:5]([C:7]([N:9]([CH3:16])[C:10]2[CH:15]=[CH:14][CH:13]=[CH:12][CH:11]=2)=[O:8])=[CH:4][CH:3]=1.[CH3:17][O:18][C:19]1[CH:20]=[C:21](B(O)O)[CH:22]=[CH:23][CH:24]=1. Product: [CH3:17][O:18][C:19]1[CH:24]=[C:23]([C:2]2[S:6][C:5]([C:7]([N:9]([CH3:16])[C:10]3[CH:15]=[CH:14][CH:13]=[CH:12][CH:11]=3)=[O:8])=[CH:4][CH:3]=2)[CH:22]=[CH:21][CH:20]=1. The catalyst class is: 492. (6) Reactant: [H-].[Na+].[C:3]([NH:6][CH:7]([C:13]([O:15][CH2:16][CH3:17])=[O:14])[C:8]([O:10][CH2:11][CH3:12])=[O:9])(=[O:5])[CH3:4].Br[CH:19]1[CH2:28][CH2:27][C:26]2[C:21](=[CH:22][CH:23]=[C:24]([CH2:29][CH2:30][CH2:31][CH2:32][CH2:33][CH2:34][CH2:35][CH3:36])[CH:25]=2)[C:20]1=[O:37]. The catalyst class is: 3. Product: [CH2:11]([O:10][C:8](=[O:9])[C:7]([NH:6][C:3](=[O:5])[CH3:4])([CH:19]1[CH2:28][CH2:27][C:26]2[C:21](=[CH:22][CH:23]=[C:24]([CH2:29][CH2:30][CH2:31][CH2:32][CH2:33][CH2:34][CH2:35][CH3:36])[CH:25]=2)[C:20]1=[O:37])[C:13]([O:15][CH2:16][CH3:17])=[O:14])[CH3:12].